This data is from Forward reaction prediction with 1.9M reactions from USPTO patents (1976-2016). The task is: Predict the product of the given reaction. (1) Given the reactants [F:1][C:2]1[CH:3]=[C:4]([CH2:9][C:10]([NH:12][C@H:13]([C:15]([OH:17])=O)[CH3:14])=[O:11])[CH:5]=[C:6]([F:8])[CH:7]=1.[NH2:18][CH:19]1[CH2:28][CH2:27][CH2:26][CH2:25][CH2:24][NH:23][C:21](=[O:22])[CH2:20]1, predict the reaction product. The product is: [F:8][C:6]1[CH:5]=[C:4]([CH2:9][C:10]([NH:12][C@H:13]([C:15]([NH:18][CH:19]2[CH2:28][CH2:27][CH2:26][CH2:25][CH2:24][NH:23][C:21](=[O:22])[CH2:20]2)=[O:17])[CH3:14])=[O:11])[CH:3]=[C:2]([F:1])[CH:7]=1. (2) Given the reactants [SH:1][C:2]1[N:6]([CH2:7][C:8]([O:10][C:11]([CH3:14])([CH3:13])[CH3:12])=[O:9])[C:5]2[CH:15]=[CH:16][CH:17]=[CH:18][C:4]=2[N:3]=1.[CH2:19]([O:21][C:22]([N:24]1[C:32]2[C:27](=[CH:28][CH:29]=[CH:30][CH:31]=2)[C:26](=[O:33])[N:25]1[CH2:34][CH2:35][CH2:36]Cl)=[O:23])[CH3:20].[I-].[K+].C([O-])([O-])=O.[K+].[K+], predict the reaction product. The product is: [CH2:19]([O:21][C:22]([N:24]1[C:32]2[C:27](=[CH:28][CH:29]=[CH:30][CH:31]=2)[C:26](=[O:33])[N:25]1[CH2:34][CH2:35][CH2:36][S:1][C:2]1[N:6]([CH2:7][C:8]([O:10][C:11]([CH3:13])([CH3:14])[CH3:12])=[O:9])[C:5]2[CH:15]=[CH:16][CH:17]=[CH:18][C:4]=2[N:3]=1)=[O:23])[CH3:20]. (3) Given the reactants [F:1][C:2]1[CH:7]=[CH:6][C:5]([C:8]2[C:9]([NH:24][NH2:25])=[N:10][C:11]([C:20]([F:23])([F:22])[F:21])=[N:12][C:13]=2[C:14]2[CH:19]=[CH:18][N:17]=[CH:16][CH:15]=2)=[CH:4][CH:3]=1.[F:26][C:27]([F:38])([F:37])[C:28](O[C:28](=[O:29])[C:27]([F:38])([F:37])[F:26])=[O:29], predict the reaction product. The product is: [F:26][C:27]([F:38])([F:37])[C:28]([NH:25][NH:24][C:9]1[C:8]([C:5]2[CH:6]=[CH:7][C:2]([F:1])=[CH:3][CH:4]=2)=[C:13]([C:14]2[CH:15]=[CH:16][N:17]=[CH:18][CH:19]=2)[N:12]=[C:11]([C:20]([F:23])([F:22])[F:21])[N:10]=1)=[O:29]. (4) Given the reactants [CH3:1][C:2]([C:8]1[CH:13]=[CH:12][CH:11]=[CH:10][N:9]=1)([CH3:7])[C:3](OC)=[O:4].O.[NH2:15][NH2:16], predict the reaction product. The product is: [CH3:1][C:2]([C:8]1[CH:13]=[CH:12][CH:11]=[CH:10][N:9]=1)([CH3:7])[C:3]([NH:15][NH2:16])=[O:4]. (5) Given the reactants [Br:1][C:2]1[S:11][C:5]2[C:6](=O)O[CH2:8][CH2:9][C:4]=2[CH:3]=1.[OH-:12].[Li+].[ClH:14].S(Cl)([Cl:17])=O, predict the reaction product. The product is: [Br:1][C:2]1[S:11][C:5]([C:6]([Cl:14])=[O:12])=[C:4]([CH2:9][CH2:8][Cl:17])[CH:3]=1. (6) Given the reactants [N:1]([CH2:4][CH:5]1[C:13]2[C:8](=[CH:9][CH:10]=[CH:11][CH:12]=2)[C:7](=[C:14]2[C:22]3[C:17](=[CH:18][CH:19]=[CH:20][CH:21]=3)[NH:16][C:15]2=[O:23])[O:6]1)=[C:2]=[O:3].[NH4+:24].[OH-], predict the reaction product. The product is: [O:23]=[C:15]1[C:14](=[C:7]2[C:8]3[C:13](=[CH:12][CH:11]=[CH:10][CH:9]=3)[CH:5]([CH2:4][NH:1][C:2]([NH2:24])=[O:3])[O:6]2)[C:22]2[C:17](=[CH:18][CH:19]=[CH:20][CH:21]=2)[NH:16]1.